Dataset: Reaction yield outcomes from USPTO patents with 853,638 reactions. Task: Predict the reaction yield, written as a fraction of the theoretical maximum amount of product (1.0 means a 100% yield; for example, 0.34 means a 34% yield). The reactants are [NH2:1][CH2:2][CH2:3][CH2:4][N:5]1[CH2:9][C@@H:8]([C:10]2[C:19]3[C:14](=[CH:15][CH:16]=[C:17]([O:20][CH3:21])[CH:18]=3)[N:13]=[CH:12][CH:11]=2)[O:7][C:6]1=[O:22].[N:23]1[S:27][N:26]=[C:25]2[CH:28]=[C:29]([CH:32]=O)[CH:30]=[CH:31][C:24]=12.CO.[BH4-].[Na+]. The catalyst is C(OCC)(=O)C.C(Cl)Cl. The product is [N:23]1[S:27][N:26]=[C:25]2[CH:28]=[C:29]([CH2:32][NH:1][CH2:2][CH2:3][CH2:4][N:5]3[CH2:9][C@@H:8]([C:10]4[C:19]5[C:14](=[CH:15][CH:16]=[C:17]([O:20][CH3:21])[CH:18]=5)[N:13]=[CH:12][CH:11]=4)[O:7][C:6]3=[O:22])[CH:30]=[CH:31][C:24]=12. The yield is 0.590.